Dataset: Full USPTO retrosynthesis dataset with 1.9M reactions from patents (1976-2016). Task: Predict the reactants needed to synthesize the given product. (1) Given the product [CH:19]1([CH2:22][C:23]([NH:18][C:13]2[CH:14]=[CH:15][CH:16]=[CH:17][C:12]=2[NH:11][C:8]2[CH:7]=[CH:6][C:5]([O:4][CH3:3])=[CH:10][CH:9]=2)=[O:24])[CH2:21][CH2:20]1, predict the reactants needed to synthesize it. The reactants are: Cl.Cl.[CH3:3][O:4][C:5]1[CH:10]=[CH:9][C:8]([NH:11][C:12]2[C:13]([NH2:18])=[CH:14][CH:15]=[CH:16][CH:17]=2)=[CH:7][CH:6]=1.[CH:19]1([CH2:22][C:23](O)=[O:24])[CH2:21][CH2:20]1.CCN(CC)CC.[N-]=C=O. (2) Given the product [CH3:32][N:31]([CH2:30][C:7]1[C:8]2[O:12][N:11]=[C:10]([CH2:13][CH2:14][CH:15]3[CH2:20][CH2:19][NH:18][CH2:17][CH2:16]3)[C:9]=2[CH:28]=[CH:29][C:6]=1[O:5][CH2:4][CH:1]1[CH2:2][CH2:3]1)[CH3:33], predict the reactants needed to synthesize it. The reactants are: [CH:1]1([CH2:4][O:5][C:6]2[CH:29]=[CH:28][C:9]3[C:10]([CH2:13][CH2:14][CH:15]4[CH2:20][CH2:19][N:18](C(OC(C)(C)C)=O)[CH2:17][CH2:16]4)=[N:11][O:12][C:8]=3[C:7]=2[CH2:30][N:31]([CH3:33])[CH3:32])[CH2:3][CH2:2]1.Cl.